Task: Predict the reactants needed to synthesize the given product.. Dataset: Full USPTO retrosynthesis dataset with 1.9M reactions from patents (1976-2016) Given the product [CH:9]1[C:10]2[C:5](=[CH:4][CH:3]=[CH:2][CH:1]=2)[CH:6]=[CH:7][CH:8]=1, predict the reactants needed to synthesize it. The reactants are: [C:1]1(O)[C:10]2[C:5](=[CH:6][CH:7]=[CH:8][CH:9]=2)[CH:4]=[CH:3][CH:2]=1.C1C2C(=CC=CC=2)C=CC=1O.C1(=O)C2C(=CC=CC=2)C(=O)C=C1.C1(O)C2C(=CC=CC=2)C(O)=CC=1.